From a dataset of Full USPTO retrosynthesis dataset with 1.9M reactions from patents (1976-2016). Predict the reactants needed to synthesize the given product. (1) The reactants are: [Si:1]([O:8][C@H:9]1[CH2:17][CH2:16][CH2:15][C@@:14]2([CH3:18])[C@H:10]1[CH2:11][CH2:12][C@@H:13]2[C@@H:19]([CH2:22][CH2:23][CH2:24][C:25]([CH3:28])([OH:27])[CH3:26])[CH2:20]O)([C:4]([CH3:7])([CH3:6])[CH3:5])([CH3:3])[CH3:2].[C:29]1([S:35]C2C=CC=CC=2)[CH:34]=[CH:33][CH:32]=[CH:31][CH:30]=1.C(P(CCCC)CCCC)CCC. Given the product [C:4]([Si:1]([CH3:2])([CH3:3])[O:8][C@H:9]1[CH2:17][CH2:16][CH2:15][C@@:14]2([CH3:18])[C@H:10]1[CH2:11][CH2:12][C@@H:13]2[C@H:19]([CH2:20][S:35][C:29]1[CH:34]=[CH:33][CH:32]=[CH:31][CH:30]=1)[CH2:22][CH2:23][CH2:24][C:25]([CH3:28])([OH:27])[CH3:26])([CH3:6])([CH3:5])[CH3:7], predict the reactants needed to synthesize it. (2) Given the product [CH2:1]([O:8][C:9]1[CH:16]=[CH:15][C:14]([O:17][CH2:25][O:26][CH3:27])=[CH:13][C:10]=1[CH:11]=[O:12])[C:2]1[CH:3]=[CH:4][CH:5]=[CH:6][CH:7]=1, predict the reactants needed to synthesize it. The reactants are: [CH2:1]([O:8][C:9]1[CH:16]=[CH:15][C:14]([OH:17])=[CH:13][C:10]=1[CH:11]=[O:12])[C:2]1[CH:7]=[CH:6][CH:5]=[CH:4][CH:3]=1.CN(C)C=O.[H-].[Na+].[CH3:25][O:26][CH2:27]Cl. (3) Given the product [Cl:1][C:2]1[CH:7]=[CH:6][C:5]([N:8]2[CH2:13][CH2:12][N:11]([C:32](=[O:33])[CH2:31][N:24]3[C:25]4=[N:26][CH:27]=[CH:28][CH:29]=[C:30]4[C:22]([C:18]4[NH:17][CH:21]=[CH:20][N:19]=4)=[N:23]3)[CH2:10][C@@H:9]2[CH3:14])=[CH:4][C:3]=1[O:15][CH3:16], predict the reactants needed to synthesize it. The reactants are: [Cl:1][C:2]1[CH:7]=[CH:6][C:5]([N:8]2[CH2:13][CH2:12][NH:11][CH2:10][C@@H:9]2[CH3:14])=[CH:4][C:3]=1[O:15][CH3:16].[NH:17]1[CH:21]=[CH:20][N:19]=[C:18]1[C:22]1[C:30]2[C:25](=[N:26][CH:27]=[CH:28][CH:29]=2)[N:24]([CH2:31][C:32](O)=[O:33])[N:23]=1. (4) Given the product [F:30][C:22]1[CH:21]=[C:20]([C:16]2[S:15][C:14]([NH:13][C:11]([NH:10][CH2:9][CH2:8][C:6]3[O:7][CH:3]=[C:1]([CH3:2])[N:5]=3)=[O:12])=[N:18][C:17]=2[CH3:19])[CH:25]=[CH:24][C:23]=1[S:26]([CH3:29])(=[O:28])=[O:27], predict the reactants needed to synthesize it. The reactants are: [CH2:1]([C:3]1[O:7][C:6]([CH2:8][CH2:9][NH:10][C:11]([NH:13][C:14]2[S:15][C:16]([C:20]3[CH:25]=[CH:24][C:23]([S:26]([CH3:29])(=[O:28])=[O:27])=[C:22]([F:30])[CH:21]=3)=[C:17]([CH3:19])[N:18]=2)=[O:12])=[N:5]C=1)[CH3:2].C(C1OC(CCN)=NC=1)C.CC1N=C(CCN)OC=1.Cl.C(C1OC(CCN)=NC=1)C.NCC(O)CC.NC(C)CO. (5) Given the product [ClH:40].[F:11][C:10]([F:13])([F:12])[O:9][C:6]1[CH:7]=[CH:8][C:3]([C:27]([CH:24]2[CH2:25][CH2:26][NH:21][CH2:22][CH2:23]2)=[O:32])=[CH:4][CH:5]=1, predict the reactants needed to synthesize it. The reactants are: [Mg].Br[C:3]1[CH:8]=[CH:7][C:6]([O:9][C:10]([F:13])([F:12])[F:11])=[CH:5][CH:4]=1.C(OC([N:21]1[CH2:26][CH2:25][CH:24]([C:27](=[O:32])N(C)OC)[CH2:23][CH2:22]1)=O)(C)(C)C.C(O)(C(F)(F)F)=O.[ClH:40]. (6) Given the product [CH2:24]([O:31][C:32]1[CH:33]=[CH:34][C:35]([C@H:38]2[N:41]([C:42]3[CH:47]=[CH:46][C:45]([F:48])=[CH:44][CH:43]=3)[C:40](=[O:49])[C@@H:39]2[CH2:50][CH2:51][C@@H:52]([C:54]2[CH:59]=[CH:58][C:57]([F:60])=[CH:56][CH:55]=2)[OH:53])=[CH:36][CH:37]=1)[C:25]1[CH:26]=[CH:27][CH:28]=[CH:29][CH:30]=1, predict the reactants needed to synthesize it. The reactants are: N#N.B1(C)OC(C2C=CC=CC=2)(C2C=CC=CC=2)[C@@H]2N1CCC2.[CH2:24]([O:31][C:32]1[CH:37]=[CH:36][C:35]([C@H:38]2[N:41]([C:42]3[CH:47]=[CH:46][C:45]([F:48])=[CH:44][CH:43]=3)[C:40](=[O:49])[C@@H:39]2[CH2:50][CH2:51][C:52]([C:54]2[CH:59]=[CH:58][C:57]([F:60])=[CH:56][CH:55]=2)=[O:53])=[CH:34][CH:33]=1)[C:25]1[CH:30]=[CH:29][CH:28]=[CH:27][CH:26]=1.Cl.